From a dataset of Catalyst prediction with 721,799 reactions and 888 catalyst types from USPTO. Predict which catalyst facilitates the given reaction. Reactant: [CH3:1][C@:2]1([NH:20][C:21](=[O:27])[O:22][C:23]([CH3:26])([CH3:25])[CH3:24])[CH2:6][CH2:5][N:4]([C@@H:7]([C:12]2[CH:13]=[N:14][C:15]([NH:18][NH2:19])=[CH:16][CH:17]=2)[C:8]([F:11])([F:10])[F:9])[CH2:3]1.[F:28][C:29]1[CH:30]=[C:31]2[C:36](=[C:37]([O:39][CH3:40])[CH:38]=1)[N:35]=[C:34]([CH:41]=O)[CH:33]=[CH:32]2. Product: [CH3:1][C@:2]1([NH:20][C:21](=[O:27])[O:22][C:23]([CH3:26])([CH3:25])[CH3:24])[CH2:6][CH2:5][N:4]([C@@H:7]([C:12]2[CH:13]=[N:14][C:15]([NH:18]/[N:19]=[CH:41]/[C:34]3[CH:33]=[CH:32][C:31]4[C:36](=[C:37]([O:39][CH3:40])[CH:38]=[C:29]([F:28])[CH:30]=4)[N:35]=3)=[CH:16][CH:17]=2)[C:8]([F:9])([F:10])[F:11])[CH2:3]1. The catalyst class is: 2.